This data is from Forward reaction prediction with 1.9M reactions from USPTO patents (1976-2016). The task is: Predict the product of the given reaction. Given the reactants [CH3:1][O:2][C:3](=[O:13])[CH2:4][C:5]1[CH:10]=[CH:9][C:8]([S:11][CH3:12])=[CH:7][CH:6]=1.[Br:14]Br, predict the reaction product. The product is: [CH3:1][O:2][C:3](=[O:13])[CH2:4][C:5]1[CH:10]=[CH:9][C:8]([S:11][CH3:12])=[C:7]([Br:14])[CH:6]=1.